From a dataset of Peptide-MHC class I binding affinity with 185,985 pairs from IEDB/IMGT. Regression. Given a peptide amino acid sequence and an MHC pseudo amino acid sequence, predict their binding affinity value. This is MHC class I binding data. (1) The MHC is HLA-B07:02 with pseudo-sequence HLA-B07:02. The binding affinity (normalized) is 0.0847. The peptide sequence is VEIFKHLVF. (2) The peptide sequence is YMPSVVETL. The MHC is BoLA-JSP.1 with pseudo-sequence BoLA-JSP.1. The binding affinity (normalized) is 0.476. (3) The peptide sequence is TLKGTSYKM. The MHC is HLA-A11:01 with pseudo-sequence HLA-A11:01. The binding affinity (normalized) is 0.0847. (4) The peptide sequence is FLWDEAWYA. The MHC is HLA-A02:01 with pseudo-sequence HLA-A02:01. The binding affinity (normalized) is 1.00. (5) The peptide sequence is MQYLNPPPY. The MHC is HLA-C04:01 with pseudo-sequence HLA-C04:01. The binding affinity (normalized) is 0.213.